This data is from Catalyst prediction with 721,799 reactions and 888 catalyst types from USPTO. The task is: Predict which catalyst facilitates the given reaction. (1) Reactant: C[O:2][C:3](=[O:18])[C:4]1[CH:9]=[CH:8][C:7]([CH2:10][O:11][CH:12]2[CH2:17][CH2:16][CH2:15][CH2:14][O:13]2)=[CH:6][CH:5]=1.[OH-].[Na+]. Product: [O:13]1[CH2:14][CH2:15][CH2:16][CH2:17][CH:12]1[O:11][CH2:10][C:7]1[CH:8]=[CH:9][C:4]([C:3]([OH:18])=[O:2])=[CH:5][CH:6]=1. The catalyst class is: 14. (2) Reactant: [Cl:1][C:2]1[CH:3]=[C:4]([NH:8][C:9]2[CH:14]=[CH:13][N:12]=[CH:11][C:10]=2[N+:15]([O-])=O)[CH:5]=[CH:6][CH:7]=1.O. Product: [Cl:1][C:2]1[CH:3]=[C:4]([NH:8][C:9]2[CH:14]=[CH:13][N:12]=[CH:11][C:10]=2[NH2:15])[CH:5]=[CH:6][CH:7]=1. The catalyst class is: 186. (3) Reactant: [F:1][C:2]1[CH:26]=[CH:25][C:5]([CH2:6][C:7]2O[C:10]([C:12]3[C:13]([O:23][CH3:24])=[C:14]4[C:19](=[O:20])[N:18]([CH3:21])[CH2:17][CH2:16][N:15]4[CH:22]=3)=[N:9][N:8]=2)=[CH:4][CH:3]=1.[CH2:27]([NH2:34])[C:28]1[CH:33]=[CH:32][CH:31]=[CH:30][CH:29]=1. Product: [CH2:27]([N:34]1[C:7]([CH2:6][C:5]2[CH:25]=[CH:26][C:2]([F:1])=[CH:3][CH:4]=2)=[N:8][N:9]=[C:10]1[C:12]1[C:13]([O:23][CH3:24])=[C:14]2[C:19](=[O:20])[N:18]([CH3:21])[CH2:17][CH2:16][N:15]2[CH:22]=1)[C:28]1[CH:33]=[CH:32][CH:31]=[CH:30][CH:29]=1. The catalyst class is: 11. (4) Reactant: S1C=CC=C1[C:6]1[S:10][C:9]([CH:11]=O)=[CH:8][CH:7]=1.[NH2:13][C:14]1[S:15][C:16]([NH2:29])=[C:17]([C:24]([O:26][CH2:27][CH3:28])=[O:25])[C:18]=1[C:19]([O:21][CH2:22][CH3:23])=[O:20].[C:30](O)([C:32](F)(F)F)=O. Product: [CH2:22]([O:21][C:19]([C:18]1[C:17]([C:24]([O:26][CH2:27][CH3:28])=[O:25])=[C:16]([N:29]=[CH:8][C:9]2[S:10][CH:6]=[CH:30][CH:32]=2)[S:15][C:14]=1[N:13]=[CH:11][C:9]1[S:10][CH:6]=[CH:7][CH:8]=1)=[O:20])[CH3:23]. The catalyst class is: 32.